Task: Predict the reactants needed to synthesize the given product.. Dataset: Full USPTO retrosynthesis dataset with 1.9M reactions from patents (1976-2016) Given the product [Cl:14][C:11]1[C:12]([F:13])=[C:7]([CH:5]2[CH2:4][N:3]([CH:31]([CH3:33])[CH3:30])[CH2:6]2)[C:8]([O:28][CH3:29])=[C:9]([CH:15]([N:17]2[C:21]3=[N:22][CH:23]=[N:24][C:25]([NH2:26])=[C:20]3[C:19]([CH3:27])=[N:18]2)[CH3:16])[CH:10]=1, predict the reactants needed to synthesize it. The reactants are: Cl.Cl.[NH:3]1[CH2:6][CH:5]([C:7]2[C:8]([O:28][CH3:29])=[C:9]([CH:15]([N:17]3[C:21]4=[N:22][CH:23]=[N:24][C:25]([NH2:26])=[C:20]4[C:19]([CH3:27])=[N:18]3)[CH3:16])[CH:10]=[C:11]([Cl:14])[C:12]=2[F:13])[CH2:4]1.[CH3:30][C:31]([CH3:33])=O.C(N(CC)CC)C.C(O[BH-](OC(=O)C)OC(=O)C)(=O)C.[Na+].